Dataset: Catalyst prediction with 721,799 reactions and 888 catalyst types from USPTO. Task: Predict which catalyst facilitates the given reaction. (1) Reactant: [OH:1][C:2]1[CH:7]=[CH:6][C:5]([C:8]23[CH2:17][CH:12]4[CH2:13][CH:14]([CH2:16][C:10]([C:18]5[CH:23]=[CH:22][C:21]([OH:24])=[CH:20][CH:19]=5)([CH2:11]4)[CH2:9]2)[CH2:15]3)=[CH:4][CH:3]=1.F[C:26]1[CH:27]=[CH:28][C:29]([N+:33]([O-:35])=[O:34])=[C:30]([OH:32])[CH:31]=1.[C:36]([O-:39])([O-])=O.[K+].[K+].Cl. Product: [OH:32][C:30]1[CH:31]=[C:26]([CH:27]=[CH:28][C:29]=1[N+:33]([O-:35])=[O:34])[O:1][C:2]1[CH:3]=[CH:4][C:5]([C:8]23[CH2:15][CH:14]4[CH2:13][CH:12]([CH2:11][C:10]([C:18]5[CH:19]=[CH:20][C:21]([O:24][C:26]6[CH:27]=[CH:28][C:29]([N+:33]([O-:35])=[O:34])=[C:36]([OH:39])[CH:31]=6)=[CH:22][CH:23]=5)([CH2:16]4)[CH2:9]2)[CH2:17]3)=[CH:6][CH:7]=1. The catalyst class is: 136. (2) Reactant: [CH3:1][O:2][C:3]1[CH:4]=[C:5]([NH:14][C:15]([NH2:17])=[S:16])[CH:6]=[CH:7][C:8]=1[C:9]1[O:13][CH:12]=[N:11][CH:10]=1.Br[CH:19]1[CH2:24][CH2:23][CH2:22][CH:21]([C:25]2[CH:30]=[CH:29][CH:28]=[CH:27][CH:26]=2)[C:20]1=O. Product: [CH3:1][O:2][C:3]1[CH:4]=[C:5]([NH:14][C:15]2[S:16][C:27]3[CH2:28][CH2:29][CH2:30][CH:25]([C:21]4[CH:22]=[CH:23][CH:24]=[CH:19][CH:20]=4)[C:26]=3[N:17]=2)[CH:6]=[CH:7][C:8]=1[C:9]1[O:13][CH:12]=[N:11][CH:10]=1. The catalyst class is: 8. (3) Reactant: C([O:8][C:9](=[O:24])[CH2:10][N:11]1[C:15]([C:16]2[CH:21]=[CH:20][C:19]([O:22][CH3:23])=[CH:18][CH:17]=2)=[N:14][N:13]=[N:12]1)C1C=CC=CC=1. Product: [CH3:23][O:22][C:19]1[CH:20]=[CH:21][C:16]([C:15]2[N:11]([CH2:10][C:9]([OH:24])=[O:8])[N:12]=[N:13][N:14]=2)=[CH:17][CH:18]=1. The catalyst class is: 19. (4) Reactant: [NH:1]1[CH2:7][CH2:6][CH2:5][NH:4][CH2:3][CH2:2]1.Cl.[CH:9]1[C:18]2[CH:17]=[CH:16][CH:15]=[C:14]([S:19](Cl)(=[O:21])=[O:20])[C:13]=2[CH:12]=[CH:11][N:10]=1. Product: [CH:16]1[CH:17]=[C:18]2[C:13](=[C:14]([S:19]([N:1]3[CH2:2][CH2:3][NH:4][CH2:5][CH2:6][CH2:7]3)(=[O:21])=[O:20])[CH:15]=1)[CH:12]=[CH:11][N:10]=[CH:9]2. The catalyst class is: 7. (5) Reactant: [NH2:1][NH2:2].[Br:3][C:4]1[CH:9]=[CH:8][CH:7]=[C:6](Br)[N:5]=1. Product: [Br:3][C:4]1[CH:9]=[CH:8][CH:7]=[C:6]([NH:1][NH2:2])[N:5]=1. The catalyst class is: 6.